Dataset: Forward reaction prediction with 1.9M reactions from USPTO patents (1976-2016). Task: Predict the product of the given reaction. (1) Given the reactants Cl.Cl.[CH3:3][S:4]([C:7]1[CH:12]=[CH:11][C:10]([CH2:13][C@@H:14]([N:16]([CH2:29][CH2:30]C)[CH2:17][CH2:18][CH2:19][CH2:20][N:21]2[C:27](=[O:28])[CH2:26][CH2:25][NH:24][CH2:23][CH2:22]2)[CH3:15])=[CH:9][CH:8]=1)(=[O:6])=[O:5].[O:32]1[C:36]([C:37](Cl)=[O:38])=[CH:35][CH:34]=[N:33]1, predict the reaction product. The product is: [CH2:29]([N:16]([CH:14]([CH3:15])[CH2:13][C:10]1[CH:11]=[CH:12][C:7]([S:4]([CH3:3])(=[O:5])=[O:6])=[CH:8][CH:9]=1)[CH2:17][CH2:18][CH2:19][CH2:20][N:21]1[C:27](=[O:28])[CH2:26][CH2:25][N:24]([C:37]([C:36]2[O:32][N:33]=[CH:34][CH:35]=2)=[O:38])[CH2:23][CH2:22]1)[CH3:30]. (2) Given the reactants [NH2:1][C:2]1[CH:23]=[CH:22][C:5]([O:6][C:7]2[N:12]=[C:11]3[S:13][C:14]([NH:16][C:17]([CH:19]4[CH2:21][CH2:20]4)=[O:18])=[N:15][C:10]3=[CH:9][CH:8]=2)=[C:4]([F:24])[CH:3]=1.[F:25][C:26]1[CH:31]=[CH:30][C:29]([N:32]2[C:37]([CH3:38])=[CH:36][CH:35]=[C:34]([C:39](O)=[O:40])[C:33]2=[O:42])=[CH:28][CH:27]=1.CN(C(ON1N=NC2C=CC=NC1=2)=[N+](C)C)C.F[P-](F)(F)(F)(F)F.C(N(CC)C(C)C)(C)C, predict the reaction product. The product is: [CH:19]1([C:17]([NH:16][C:14]2[S:13][C:11]3[C:10]([N:15]=2)=[CH:9][CH:8]=[C:7]([O:6][C:5]2[CH:22]=[CH:23][C:2]([NH:1][C:39]([C:34]4[C:33](=[O:42])[N:32]([C:29]5[CH:28]=[CH:27][C:26]([F:25])=[CH:31][CH:30]=5)[C:37]([CH3:38])=[CH:36][CH:35]=4)=[O:40])=[CH:3][C:4]=2[F:24])[N:12]=3)=[O:18])[CH2:21][CH2:20]1. (3) Given the reactants [CH3:1][N:2]([CH2:4][CH2:5][O:6][C:7]1[CH:8]=[C:9]([CH:14]=[CH:15][C:16]=1[I:17])[C:10]([O:12]C)=[O:11])[CH3:3].[OH-].[Na+], predict the reaction product. The product is: [CH3:3][N:2]([CH2:4][CH2:5][O:6][C:7]1[CH:8]=[C:9]([CH:14]=[CH:15][C:16]=1[I:17])[C:10]([OH:12])=[O:11])[CH3:1]. (4) Given the reactants [Br:1][C:2]1[CH:8]=[CH:7][C:5]([NH2:6])=[CH:4][CH:3]=1.[C:9]([OH:17])(=[O:16])[C:10]([CH2:12][C:13](O)=[O:14])=[CH2:11], predict the reaction product. The product is: [Br:1][C:2]1[CH:8]=[CH:7][C:5]([N:6]2[C:13](=[O:14])[CH2:12][CH:10]([C:9]([OH:17])=[O:16])[CH2:11]2)=[CH:4][CH:3]=1. (5) The product is: [Br:1][C:2]1[CH:10]=[CH:9][C:5]([C:6]([NH:16][CH:12]2[CH2:15][CH2:14][CH2:13]2)=[O:8])=[CH:4][C:3]=1[CH3:11]. Given the reactants [Br:1][C:2]1[CH:10]=[CH:9][C:5]([C:6]([OH:8])=O)=[CH:4][C:3]=1[CH3:11].[CH:12]1([NH2:16])[CH2:15][CH2:14][CH2:13]1.C(NC(C)C)(C)C.CN(C(ON1N=NC2C=CC=NC1=2)=[N+](C)C)C.F[P-](F)(F)(F)(F)F, predict the reaction product.